From a dataset of Forward reaction prediction with 1.9M reactions from USPTO patents (1976-2016). Predict the product of the given reaction. Given the reactants [NH2:1][CH2:2][CH2:3][O:4][C@@H:5]([C:19]1[CH:24]=[CH:23][CH:22]=[C:21]([Cl:25])[CH:20]=1)[C@@H:6]1[CH2:11][CH2:10][CH2:9][N:8]([C:12]([O:14][C:15]([CH3:18])([CH3:17])[CH3:16])=[O:13])[CH2:7]1.Br[C:27]1[S:28][CH:29]=[CH:30][N:31]=1, predict the reaction product. The product is: [Cl:25][C:21]1[CH:20]=[C:19]([C@H:5]([O:4][CH2:3][CH2:2][NH:1][C:27]2[S:28][CH:29]=[CH:30][N:31]=2)[C@@H:6]2[CH2:11][CH2:10][CH2:9][N:8]([C:12]([O:14][C:15]([CH3:18])([CH3:16])[CH3:17])=[O:13])[CH2:7]2)[CH:24]=[CH:23][CH:22]=1.